From a dataset of Catalyst prediction with 721,799 reactions and 888 catalyst types from USPTO. Predict which catalyst facilitates the given reaction. (1) Reactant: [C:1]1([C:7]2[N:11]([CH2:12][C:13]3[CH:18]=[CH:17][C:16]([C:19]([F:22])([F:21])[F:20])=[CH:15][CH:14]=3)[C:10]([C:23]3[CH:24]=[C:25]4[C:30](=[CH:31][CH:32]=3)[CH:29]=[C:28]([O:33][CH2:34][C:35]3[CH:44]=[CH:43][C:38]([C:39]([O:41]C)=[O:40])=[CH:37][CH:36]=3)[CH:27]=[CH:26]4)=[CH:9][CH:8]=2)[CH:6]=[CH:5][CH:4]=[CH:3][CH:2]=1.[OH-].[Na+]. Product: [C:1]1([C:7]2[N:11]([CH2:12][C:13]3[CH:14]=[CH:15][C:16]([C:19]([F:20])([F:21])[F:22])=[CH:17][CH:18]=3)[C:10]([C:23]3[CH:24]=[C:25]4[C:30](=[CH:31][CH:32]=3)[CH:29]=[C:28]([O:33][CH2:34][C:35]3[CH:36]=[CH:37][C:38]([C:39]([OH:41])=[O:40])=[CH:43][CH:44]=3)[CH:27]=[CH:26]4)=[CH:9][CH:8]=2)[CH:2]=[CH:3][CH:4]=[CH:5][CH:6]=1. The catalyst class is: 87. (2) Reactant: [CH:1]1([C:4]2[N:9]=[CH:8][C:7]([O:10][C:11]3[CH:18]=[CH:17][C:14]([CH:15]=O)=[CH:13][CH:12]=3)=[CH:6][N:5]=2)[CH2:3][CH2:2]1.[CH3:19][NH2:20].C1COCC1.[BH4-].[Na+].[ClH:28]. Product: [ClH:28].[ClH:28].[CH:1]1([C:4]2[N:9]=[CH:8][C:7]([O:10][C:11]3[CH:18]=[CH:17][C:14]([CH2:15][CH2:19][NH2:20])=[CH:13][CH:12]=3)=[CH:6][N:5]=2)[CH2:3][CH2:2]1. The catalyst class is: 210. (3) Reactant: [CH3:1][O:2][C:3]1[N:4]=[C:5]2[C:10](=[C:11]([O:13][CH3:14])[CH:12]=1)[N:9]=[CH:8][CH:7]=[C:6]2O.P(Br)(Br)[Br:17].O.C(=O)([O-])O.[Na+]. Product: [Br:17][C:6]1[CH:7]=[CH:8][N:9]=[C:10]2[C:5]=1[N:4]=[C:3]([O:2][CH3:1])[CH:12]=[C:11]2[O:13][CH3:14]. The catalyst class is: 9.